This data is from Forward reaction prediction with 1.9M reactions from USPTO patents (1976-2016). The task is: Predict the product of the given reaction. Given the reactants [Br:1][C:2]1[CH:3]=[N:4][C:5]([NH2:8])=[N:6][CH:7]=1.Cl[CH2:10][CH:11]=O, predict the reaction product. The product is: [Br:1][C:2]1[CH:3]=[N:4][C:5]2[N:6]([CH:10]=[CH:11][N:8]=2)[CH:7]=1.